From a dataset of Full USPTO retrosynthesis dataset with 1.9M reactions from patents (1976-2016). Predict the reactants needed to synthesize the given product. Given the product [CH3:32][O:31][C:28]1[CH:29]=[CH:30][C:25]([CH2:24][N:13]2[C:14]3[C:15](=[C:16]4[C:21](=[CH:22][CH:23]=3)[N:20]=[CH:19][CH:18]=[CH:17]4)[C:11]3([CH2:34][O:1][C:2]4[CH:3]=[C:4]5[C:5](=[CH:9][C:10]3=4)[CH2:6][CH2:7][O:8]5)[C:12]2=[O:33])=[CH:26][CH:27]=1, predict the reactants needed to synthesize it. The reactants are: [OH:1][C:2]1[C:10]([CH:11]2[C:15]3=[C:16]4[C:21](=[CH:22][CH:23]=[C:14]3[N:13]([CH2:24][C:25]3[CH:30]=[CH:29][C:28]([O:31][CH3:32])=[CH:27][CH:26]=3)[C:12]2=[O:33])[N:20]=[CH:19][CH:18]=[CH:17]4)=[CH:9][C:5]2[CH2:6][CH2:7][O:8][C:4]=2[CH:3]=1.[C:34]1(C(C2C=CC=CC=2)N2C3C(=CC=CC=3)C(C3C=C(C)C(OC)=CC=3O)C2=O)C=CC=CC=1.